From a dataset of Full USPTO retrosynthesis dataset with 1.9M reactions from patents (1976-2016). Predict the reactants needed to synthesize the given product. (1) Given the product [Br:21][CH:17]1[CH2:16][CH2:15][CH2:14][CH:13]([C:7]2[CH:8]=[CH:9][CH:10]=[CH:11][CH:12]=2)[NH:19][C:18]1=[O:20], predict the reactants needed to synthesize it. The reactants are: P(Cl)(Cl)(Cl)(Cl)Cl.[C:7]1([CH:13]2[NH:19][C:18](=[O:20])[CH2:17][CH2:16][CH2:15][CH2:14]2)[CH:12]=[CH:11][CH:10]=[CH:9][CH:8]=1.[Br:21]Br. (2) Given the product [NH2:48][C:43]1[N:42]=[C:41]([NH2:49])[C:40]([C:37]2[CH:36]=[CH:35][C:34]([NH:33][CH2:7][C:6]3[CH:9]=[CH:10][C:3]([C:1]#[N:2])=[CH:4][CH:5]=3)=[CH:39][CH:38]=2)=[C:45]([CH2:46][CH3:47])[N:44]=1, predict the reactants needed to synthesize it. The reactants are: [C:1]([C:3]1[CH:10]=[CH:9][C:6]([CH2:7]O)=[CH:5][CH:4]=1)#[N:2].CC(OI1(OC(C)=O)(OC(C)=O)OC(=O)C2C=CC=CC1=2)=O.[NH2:33][C:34]1[CH:39]=[CH:38][C:37]([C:40]2[C:41]([NH2:49])=[N:42][C:43]([NH2:48])=[N:44][C:45]=2[CH2:46][CH3:47])=[CH:36][CH:35]=1.S(NN)(C1C=CC(C)=CC=1)(=O)=O.C(=O)([O-])[O-].